Dataset: Catalyst prediction with 721,799 reactions and 888 catalyst types from USPTO. Task: Predict which catalyst facilitates the given reaction. (1) Reactant: [O:1]1[CH2:6][CH2:5][C:4]([C:7]2[N:8]([CH2:20][C:21]3[CH:26]=[CH:25][C:24]([F:27])=[CH:23][CH:22]=3)[C:9]3[C:14]([CH:15]=2)=[CH:13][C:12]([S:16]([CH3:19])(=[O:18])=[O:17])=[CH:11][CH:10]=3)=[CH:3][CH2:2]1. Product: [F:27][C:24]1[CH:23]=[CH:22][C:21]([CH2:20][N:8]2[C:9]3[C:14](=[CH:13][C:12]([S:16]([CH3:19])(=[O:17])=[O:18])=[CH:11][CH:10]=3)[CH:15]=[C:7]2[CH:4]2[CH2:5][CH2:6][O:1][CH2:2][CH2:3]2)=[CH:26][CH:25]=1. The catalyst class is: 349. (2) Reactant: Cl[C:2]1[C:7]([C:8]2[CH:13]=[CH:12][CH:11]=[CH:10][CH:9]=2)=[C:6]([NH:14][CH:15]([CH3:17])[CH3:16])[N:5]2[N:18]=[C:19]([CH3:21])[N:20]=[C:4]2[N:3]=1.[C:22]([O:26][C:27](=[O:48])[NH:28][C:29]1([C:33]2[CH:38]=[CH:37][C:36](B3OC(C)(C)C(C)(C)O3)=[CH:35][CH:34]=2)[CH2:32][CH2:31][CH2:30]1)([CH3:25])([CH3:24])[CH3:23].C(=O)([O-])[O-].[Na+].[Na+]. Product: [C:22]([O:26][C:27](=[O:48])[NH:28][C:29]1([C:33]2[CH:34]=[CH:35][C:36]([C:2]3[C:7]([C:8]4[CH:13]=[CH:12][CH:11]=[CH:10][CH:9]=4)=[C:6]([NH:14][CH:15]([CH3:17])[CH3:16])[N:5]4[N:18]=[C:19]([CH3:21])[N:20]=[C:4]4[N:3]=3)=[CH:37][CH:38]=2)[CH2:30][CH2:31][CH2:32]1)([CH3:25])([CH3:23])[CH3:24]. The catalyst class is: 438. (3) Reactant: [Br:1][C:2]1[CH:3]=[N:4][NH:5][CH:6]=1.C1N2CCN(CC2)C1.[CH3:15][N:16]([CH3:21])[S:17](Cl)(=[O:19])=[O:18]. Product: [CH3:15][N:16]([CH3:21])[S:17]([N:4]1[CH:3]=[C:2]([Br:1])[CH:6]=[N:5]1)(=[O:19])=[O:18]. The catalyst class is: 23. (4) Reactant: N1C=CC=CC=1.[NH2:7][C@@H:8]([C:16]([OH:18])=[O:17])[CH2:9][C:10]1[CH:15]=[CH:14][CH:13]=[CH:12][CH:11]=1.C[Si](Cl)(C)C.[C:24](Cl)(=[O:36])[CH2:25][CH2:26][CH2:27][CH2:28][CH2:29][CH2:30][CH2:31][CH2:32][CH2:33][CH2:34][CH3:35]. Product: [C:24]([NH:7][C@@H:8]([C:16]([OH:18])=[O:17])[CH2:9][C:10]1[CH:15]=[CH:14][CH:13]=[CH:12][CH:11]=1)(=[O:36])[CH2:25][CH2:26][CH2:27][CH2:28][CH2:29][CH2:30][CH2:31][CH2:32][CH2:33][CH2:34][CH3:35]. The catalyst class is: 4. (5) Reactant: C[O:2][C:3]([C:5]1[CH:18]=[CH:17][C:16]2[C:15]3([CH2:19][CH3:20])[CH:10]([CH2:11][C:12]([OH:22])([CH3:21])[CH2:13][CH2:14]3)[CH2:9][CH2:8][C:7]=2[CH:6]=1)=[O:4].O.[OH-].[Li+]. Product: [CH2:19]([C:15]12[CH2:14][CH2:13][C:12]([OH:22])([CH3:21])[CH2:11][CH:10]1[CH2:9][CH2:8][C:7]1[CH:6]=[C:5]([C:3]([OH:4])=[O:2])[CH:18]=[CH:17][C:16]2=1)[CH3:20]. The catalyst class is: 24. (6) Reactant: Br[C:2]1[CH:7]=[CH:6][C:5]([Cl:8])=[CH:4][C:3]=1[N+:9]([O-:11])=[O:10].[CH3:12][C:13]([C:15]1[CH:16]=[CH:17][CH:18]=[C:19]([OH:21])[CH:20]=1)=[O:14].C([O-])([O-])=O.[K+].[K+].O. Product: [Cl:8][C:5]1[CH:6]=[CH:7][C:2]([O:21][C:19]2[CH:20]=[C:15]([C:13](=[O:14])[CH3:12])[CH:16]=[CH:17][CH:18]=2)=[C:3]([N+:9]([O-:11])=[O:10])[CH:4]=1. The catalyst class is: 3. (7) Reactant: [C:1]1([CH:7]2[C:16]3[C:11]4=[C:12]([CH:18]([C:21]5[CH:26]=[CH:25][CH:24]=[CH:23][CH:22]=5)[CH2:19][CH2:20][N:10]4[CH2:9][CH2:8]2)[CH:13]=[C:14]([NH2:17])[CH:15]=3)[CH:6]=[CH:5][CH:4]=[CH:3][CH:2]=1.C(N(CC)CC)C.Cl[C:35]([O:37][CH3:38])=[O:36]. Product: [C:21]1([CH:18]2[C:12]3[C:11]4=[C:16]([CH:7]([C:1]5[CH:2]=[CH:3][CH:4]=[CH:5][CH:6]=5)[CH2:8][CH2:9][N:10]4[CH2:20][CH2:19]2)[CH:15]=[C:14]([NH:17][C:35](=[O:36])[O:37][CH3:38])[CH:13]=3)[CH:26]=[CH:25][CH:24]=[CH:23][CH:22]=1. The catalyst class is: 4. (8) The catalyst class is: 48. Product: [O:1]1[C:5]2[CH:6]=[CH:7][C:8]([CH:10]([CH2:17][C:18]3[CH:22]=[C:21]([SH:38])[N:20]([CH2:24][C:25]([F:28])([F:27])[F:26])[N:19]=3)[CH2:11][C:12]([O:14][CH2:15][CH3:16])=[O:13])=[CH:9][C:4]=2[O:3][CH2:2]1. Reactant: [O:1]1[C:5]2[CH:6]=[CH:7][C:8]([CH:10]([CH2:17][C:18]3[CH:22]=[C:21](O)[N:20]([CH2:24][C:25]([F:28])([F:27])[F:26])[N:19]=3)[CH2:11][C:12]([O:14][CH2:15][CH3:16])=[O:13])=[CH:9][C:4]=2[O:3][CH2:2]1.COC1C=CC(P2(=S)SP(=S)(C3C=CC(OC)=CC=3)[S:38]2)=CC=1. (9) Reactant: [Br:1][C:2]1[C:3]([C:7]([NH2:9])=[O:8])=[N:4][NH:5][CH:6]=1.Br[CH2:11][C:12]([O:14][C:15]([CH3:18])([CH3:17])[CH3:16])=[O:13].C(=O)([O-])[O-].[K+].[K+]. Product: [Br:1][C:2]1[C:3]([C:7](=[O:8])[NH2:9])=[N:4][N:5]([CH2:11][C:12]([O:14][C:15]([CH3:18])([CH3:17])[CH3:16])=[O:13])[CH:6]=1. The catalyst class is: 10. (10) Reactant: [CH3:1][S:2]([C:5]1[CH:6]=[C:7]([CH2:11]O)[CH:8]=[CH:9][CH:10]=1)(=[O:4])=[O:3].S(Cl)([Cl:15])=O. Product: [Cl:15][CH2:11][C:7]1[CH:8]=[CH:9][CH:10]=[C:5]([S:2]([CH3:1])(=[O:4])=[O:3])[CH:6]=1. The catalyst class is: 4.